This data is from Forward reaction prediction with 1.9M reactions from USPTO patents (1976-2016). The task is: Predict the product of the given reaction. (1) Given the reactants [C:1]1([C:22]2[CH:27]=[CH:26][CH:25]=[CH:24][CH:23]=2)[CH:6]=[CH:5][CH:4]=[C:3]([CH:7]([C:9]2[C:10]([CH3:21])=[N:11][O:12][C:13]=2[C:14]2[CH:19]=[CH:18][C:17](Br)=[CH:16][CH:15]=2)[OH:8])[CH:2]=1.[CH2:28]([O:30][C:31]([C:33]1([C:36]2[CH:41]=[CH:40][C:39](B3OC(C)(C)C(C)(C)O3)=[CH:38][CH:37]=2)[CH2:35][CH2:34]1)=[O:32])[CH3:29], predict the reaction product. The product is: [CH2:28]([O:30][C:31]([C:33]1([C:36]2[CH:41]=[CH:40][C:39]([C:17]3[CH:16]=[CH:15][C:14]([C:13]4[O:12][N:11]=[C:10]([CH3:21])[C:9]=4[CH:7]([C:3]4[CH:2]=[C:1]([C:22]5[CH:23]=[CH:24][CH:25]=[CH:26][CH:27]=5)[CH:6]=[CH:5][CH:4]=4)[OH:8])=[CH:19][CH:18]=3)=[CH:38][CH:37]=2)[CH2:34][CH2:35]1)=[O:32])[CH3:29]. (2) Given the reactants Cl.[CH2:2]([NH:4][C:5]([N:7]1[CH2:11][C:10]([CH3:13])([CH3:12])[CH:9]=[N:8]1)=[NH:6])[CH3:3].CCN(P1(N(C)CCCN1C)=NC(C)(C)C)CC.[Br:32][C:33]1[CH:34]=[C:35]([S:46](Cl)(=[O:48])=[O:47])[CH:36]=[CH:37][C:38]=1[NH:39][C:40](=[O:45])[C:41]([F:44])([F:43])[F:42].Cl, predict the reaction product. The product is: [Br:32][C:33]1[CH:34]=[C:35]([S:46](=[O:48])(=[O:47])[N:6]=[C:5]([N:7]2[CH2:11][C:10]([CH3:12])([CH3:13])[CH:9]=[N:8]2)[NH:4][CH2:2][CH3:3])[CH:36]=[CH:37][C:38]=1[NH:39][C:40](=[O:45])[C:41]([F:43])([F:44])[F:42]. (3) Given the reactants [CH3:1]OC(OC)N(C)C.[F:9][C:10]1[CH:15]=[C:14]([N+:16]([O-])=O)[C:13]([CH3:19])=[CH:12][C:11]=1[N:20]1[C:28](=[O:29])[C:27]2[C:22](=[CH:23][CH:24]=[CH:25][CH:26]=2)[C:21]1=[O:30].C(OCC)(=O)C, predict the reaction product. The product is: [F:9][C:10]1[CH:15]=[C:14]2[C:13]([CH:19]=[CH:1][NH:16]2)=[CH:12][C:11]=1[N:20]1[C:28](=[O:29])[C:27]2[C:22](=[CH:23][CH:24]=[CH:25][CH:26]=2)[C:21]1=[O:30]. (4) Given the reactants [NH2:1][C@H:2]([C:23]1[CH:28]=[CH:27][CH:26]=[CH:25][CH:24]=1)[CH2:3][CH2:4][N:5]1[CH2:10][CH2:9][CH:8]([C:11]2[CH:12]=[C:13]([NH:17][C:18](=[O:22])[CH:19]([CH3:21])[CH3:20])[CH:14]=[CH:15][CH:16]=2)[CH2:7][CH2:6]1.[F:29][C:30]1[CH:38]=[C:37]([F:39])[CH:36]=[CH:35][C:31]=1[C:32](Cl)=[O:33], predict the reaction product. The product is: [F:29][C:30]1[CH:38]=[C:37]([F:39])[CH:36]=[CH:35][C:31]=1[C:32]([NH:1][C@H:2]([C:23]1[CH:24]=[CH:25][CH:26]=[CH:27][CH:28]=1)[CH2:3][CH2:4][N:5]1[CH2:10][CH2:9][CH:8]([C:11]2[CH:16]=[CH:15][CH:14]=[C:13]([NH:17][C:18](=[O:22])[CH:19]([CH3:21])[CH3:20])[CH:12]=2)[CH2:7][CH2:6]1)=[O:33].